Predict the reactants needed to synthesize the given product. From a dataset of Full USPTO retrosynthesis dataset with 1.9M reactions from patents (1976-2016). (1) The reactants are: [N+:1]([C:4]1[CH:9]=[C:8]([NH2:10])[CH:7]=[CH:6][C:5]=1[NH2:11])([O-:3])=[O:2].CN(C)C1C=CC=CC=1.[CH:21]([C:24]1[CH:29]=[CH:28][C:27]([S:30](Cl)(=[O:32])=[O:31])=[CH:26][CH:25]=1)([CH3:23])[CH3:22]. Given the product [NH2:11][C:5]1[CH:6]=[CH:7][C:8]([NH:10][S:30]([C:27]2[CH:28]=[CH:29][C:24]([CH:21]([CH3:23])[CH3:22])=[CH:25][CH:26]=2)(=[O:32])=[O:31])=[CH:9][C:4]=1[N+:1]([O-:3])=[O:2], predict the reactants needed to synthesize it. (2) Given the product [Cl:21][CH2:22][C:23]([NH:20][C:12]1[C:11]([CH:8]([CH3:10])[CH3:9])=[CH:16][CH:15]=[CH:14][C:13]=1[CH:17]([CH3:19])[CH3:18])=[O:24], predict the reactants needed to synthesize it. The reactants are: C(N(CC)CC)C.[CH:8]([C:11]1[CH:16]=[CH:15][CH:14]=[C:13]([CH:17]([CH3:19])[CH3:18])[C:12]=1[NH2:20])([CH3:10])[CH3:9].[Cl:21][CH2:22][C:23](Cl)=[O:24]. (3) Given the product [CH3:18][O:19][C:20]1[CH:25]=[CH:24][C:23]([C:2]2[CH:3]=[N:4][CH:5]=[C:6]([C:20]3[CH:25]=[CH:24][C:23]([O:32][CH3:29])=[CH:22][CH:21]=3)[C:7]=2[N:8]2[CH2:13][CH2:12][CH:11]([C:14]([NH2:16])=[O:15])[CH2:10][CH2:9]2)=[CH:22][CH:21]=1, predict the reactants needed to synthesize it. The reactants are: Br[C:2]1[CH:3]=[N:4][CH:5]=[C:6](Br)[C:7]=1[N:8]1[CH2:13][CH2:12][CH:11]([C:14]([NH2:16])=[O:15])[CH2:10][CH2:9]1.[CH3:18][O:19][C:20]1[CH:25]=[CH:24][C:23](B(O)O)=[CH:22][CH:21]=1.[C:29](=[O:32])([O-])[O-].[Na+].[Na+]. (4) Given the product [F:1][C:2]1[CH:7]=[CH:6][C:5]([S:8]([N:11]([CH2:12][C:13]2[CH:14]=[CH:15][C:16]([C:17]([O:19][CH3:20])=[O:18])=[CH:21][CH:22]=2)[CH:25]([C:27]2[CH:32]=[CH:31][CH:30]=[CH:29][CH:28]=2)[CH:24]([CH3:33])[CH3:23])(=[O:10])=[O:9])=[CH:4][CH:3]=1, predict the reactants needed to synthesize it. The reactants are: [F:1][C:2]1[CH:7]=[CH:6][C:5]([S:8]([NH:11][CH2:12][C:13]2[CH:22]=[CH:21][C:16]([C:17]([O:19][CH3:20])=[O:18])=[CH:15][CH:14]=2)(=[O:10])=[O:9])=[CH:4][CH:3]=1.[CH3:23][CH:24]([CH3:33])[CH:25]([C:27]1[CH:32]=[CH:31][CH:30]=[CH:29][CH:28]=1)O.C1C=CC(P(C2C=CC=CC=2)C2C=CC=CC=2)=CC=1.N(C(OC(C)C)=O)=NC(OC(C)C)=O. (5) Given the product [CH3:19][O:18][N:16]([CH3:17])[C:14]([C:13]1[O:1][C:2]2[CH:9]=[CH:8][C:7]([O:10][CH3:11])=[CH:6][C:3]=2[CH:4]=1)=[O:15], predict the reactants needed to synthesize it. The reactants are: [OH:1][C:2]1[CH:9]=[CH:8][C:7]([O:10][CH3:11])=[CH:6][C:3]=1[CH:4]=O.Cl[CH2:13][C:14]([N:16]([O:18][CH3:19])[CH3:17])=[O:15].[I-].[Na+].C(=O)([O-])[O-].[K+].[K+]. (6) Given the product [OH:28][CH2:29][C:30]1[CH:35]=[C:34]([C:2]2[N:3]=[C:4]([N:22]3[CH2:27][CH2:26][O:25][CH2:24][CH2:23]3)[C:5]3[CH:10]=[CH:9][N:8]([CH2:11][C:12]4[CH:13]=[C:14]([NH:18][C:19]([NH2:21])=[O:20])[CH:15]=[CH:16][CH:17]=4)[C:6]=3[N:7]=2)[CH:33]=[CH:32][CH:31]=1, predict the reactants needed to synthesize it. The reactants are: Cl[C:2]1[N:3]=[C:4]([N:22]2[CH2:27][CH2:26][O:25][CH2:24][CH2:23]2)[C:5]2[CH:10]=[CH:9][N:8]([CH2:11][C:12]3[CH:13]=[C:14]([NH:18][C:19]([NH2:21])=[O:20])[CH:15]=[CH:16][CH:17]=3)[C:6]=2[N:7]=1.[OH:28][CH2:29][C:30]1[CH:31]=[C:32](B(O)O)[CH:33]=[CH:34][CH:35]=1.C(=O)([O-])[O-].[Na+].[Na+]. (7) The reactants are: [C:1]1([CH:7]=[CH:8][CH:9]=[CH:10][CH:11]=O)[CH:6]=[CH:5][CH:4]=[CH:3][CH:2]=1.C(O)(=O)C.N1CCCCC1.[F:23][C:24]([F:29])([F:28])[C:25]([CH3:27])=[O:26]. Given the product [F:23][C:24]([F:29])([F:28])[C:25](=[O:26])[CH:27]=[CH:11][CH:10]=[CH:9][CH:8]=[CH:7][C:1]1[CH:2]=[CH:3][CH:4]=[CH:5][CH:6]=1, predict the reactants needed to synthesize it. (8) The reactants are: [C:1]([O:5][C:6](=[O:18])[NH:7][C:8]1[CH:13]=[C:12]([C:14]#[N:15])[CH:11]=[C:10](Br)[C:9]=1[Cl:17])([CH3:4])([CH3:3])[CH3:2].[O:19]1[CH2:22][CH:21]([N:23]2[CH2:28][CH2:27][NH:26][CH2:25][CH:24]2[C:29]([O:31][CH3:32])=[O:30])[CH2:20]1.CN1CCNCC1C(OC)=O.C1C=CC(P(C2C(C3C(P(C4C=CC=CC=4)C4C=CC=CC=4)=CC=C4C=3C=CC=C4)=C3C(C=CC=C3)=CC=2)C2C=CC=CC=2)=CC=1.C([O-])([O-])=O.[Cs+].[Cs+]. Given the product [C:1]([O:5][C:6]([NH:7][C:8]1[C:9]([Cl:17])=[C:10]([N:26]2[CH2:27][CH2:28][N:23]([CH:21]3[CH2:22][O:19][CH2:20]3)[CH:24]([C:29]([O:31][CH3:32])=[O:30])[CH2:25]2)[CH:11]=[C:12]([C:14]#[N:15])[CH:13]=1)=[O:18])([CH3:4])([CH3:3])[CH3:2], predict the reactants needed to synthesize it.